This data is from CYP2D6 inhibition data for predicting drug metabolism from PubChem BioAssay. The task is: Regression/Classification. Given a drug SMILES string, predict its absorption, distribution, metabolism, or excretion properties. Task type varies by dataset: regression for continuous measurements (e.g., permeability, clearance, half-life) or binary classification for categorical outcomes (e.g., BBB penetration, CYP inhibition). Dataset: cyp2d6_veith. (1) The molecule is COc1cc(Br)cc2cc(C(=O)NCC3CCCO3)c(=O)oc12. The result is 0 (non-inhibitor). (2) The drug is CN1CCN(c2ccc([N+](=O)[O-])cc2C(=O)c2ccc(Br)cc2)CC1. The result is 1 (inhibitor).